From a dataset of Reaction yield outcomes from USPTO patents with 853,638 reactions. Predict the reaction yield, written as a fraction of the theoretical maximum amount of product (1.0 means a 100% yield; for example, 0.34 means a 34% yield). (1) The reactants are [CH2:1]([N:8]1[C:19]2[C:11](=[C:12]([OH:31])[C:13]3[C:14](=[O:30])[N:15]([CH2:22][C:23]4[CH:28]=[CH:27][C:26]([F:29])=[CH:25][CH:24]=4)[C:16](=[O:21])[C:17]=3[C:18]=2[OH:20])[N:10]=[CH:9]1)[C:2]1[CH:7]=[CH:6][CH:5]=[CH:4][CH:3]=1.N1C=CC=CC=1.Cl[C:39]([O:41][CH2:42][CH3:43])=[O:40]. The catalyst is CN(C=O)C. The product is [CH2:42]([O:41][C:39](=[O:40])[O:20][C:18]1[C:17]2[C:16](=[O:21])[N:15]([CH2:22][C:23]3[CH:28]=[CH:27][C:26]([F:29])=[CH:25][CH:24]=3)[C:14](=[O:30])[C:13]=2[C:12]([OH:31])=[C:11]2[C:19]=1[N:8]([CH2:1][C:2]1[CH:7]=[CH:6][CH:5]=[CH:4][CH:3]=1)[CH:9]=[N:10]2)[CH3:43]. The yield is 0.130. (2) The reactants are [N:1]1([C:7]([C:9]2[S:10][CH:11]=[CH:12][CH:13]=2)=[O:8])[CH2:6][CH2:5][NH:4][CH2:3][CH2:2]1.Cl[C:15]1[C:24]2[C:19](=[CH:20][CH:21]=[CH:22][CH:23]=2)[NH:18][C:17](=[O:25])[C:16]=1[C:26]#[N:27]. The catalyst is C1(C)C=CC=CC=1. The product is [O:25]=[C:17]1[C:16]([C:26]#[N:27])=[C:15]([N:4]2[CH2:5][CH2:6][N:1]([C:7]([C:9]3[S:10][CH:11]=[CH:12][CH:13]=3)=[O:8])[CH2:2][CH2:3]2)[C:24]2[C:19](=[CH:20][CH:21]=[CH:22][CH:23]=2)[NH:18]1. The yield is 0.880. (3) The reactants are [C:1]([O:5][C:6]([NH:8][C@@H:9]([CH2:14][NH:15][C:16]([O:18][C:19]([CH3:22])([CH3:21])[CH3:20])=[O:17])[C:10](OC)=[O:11])=[O:7])([CH3:4])([CH3:3])[CH3:2].[Cl-].[Li+].[BH4-].[Na+].C(O)(=O)C. The catalyst is C1COCC1.C(O)C. The product is [OH:11][CH2:10][C@@H:9]([NH:8][C:6](=[O:7])[O:5][C:1]([CH3:4])([CH3:3])[CH3:2])[CH2:14][NH:15][C:16](=[O:17])[O:18][C:19]([CH3:21])([CH3:22])[CH3:20]. The yield is 0.722. (4) The reactants are [Br:1][C:2]1[CH:3]=[C:4]2[C:10]([C:11]([O:13]C)=[O:12])=[N:9][NH:8][C:5]2=[N:6][CH:7]=1.Cl. The catalyst is [OH-].[Na+]. The product is [Br:1][C:2]1[CH:3]=[C:4]2[C:10]([C:11]([OH:13])=[O:12])=[N:9][NH:8][C:5]2=[N:6][CH:7]=1. The yield is 0.920. (5) The reactants are [OH:1][CH2:2][C:3]1[CH:8]=[CH:7][C:6]([C@@H:9]2[CH2:14][O:13][CH2:12][CH2:11][N:10]2[C:15]([O:17][C:18]([CH3:21])([CH3:20])[CH3:19])=[O:16])=[CH:5][CH:4]=1. The catalyst is C1COCC1.[O-2].[O-2].[Mn+4]. The product is [CH:2]([C:3]1[CH:4]=[CH:5][C:6]([C@@H:9]2[CH2:14][O:13][CH2:12][CH2:11][N:10]2[C:15]([O:17][C:18]([CH3:21])([CH3:20])[CH3:19])=[O:16])=[CH:7][CH:8]=1)=[O:1]. The yield is 0.930.